From a dataset of Forward reaction prediction with 1.9M reactions from USPTO patents (1976-2016). Predict the product of the given reaction. (1) Given the reactants Cl[C:2]1[CH:3]=[C:4]([CH2:11][C:12]([NH2:14])=[O:13])[CH:5]=[CH:6][C:7]=1[N+:8]([O-:10])=[O:9].[CH3:15][NH2:16], predict the reaction product. The product is: [CH3:15][NH:16][C:2]1[CH:3]=[C:4]([CH2:11][C:12]([NH2:14])=[O:13])[CH:5]=[CH:6][C:7]=1[N+:8]([O-:10])=[O:9]. (2) Given the reactants [Cl:1][C:2]1[CH:3]=[CH:4][C:5]([F:18])=[C:6]([C:8]2[NH:13][C:12](=O)[C:11]3=[CH:15][CH:16]=[CH:17][N:10]3[N:9]=2)[CH:7]=1.P(Cl)(Cl)([Cl:21])=O.CN(C)C1C=CC=CC=1, predict the reaction product. The product is: [Cl:21][C:12]1[C:11]2=[CH:15][CH:16]=[CH:17][N:10]2[N:9]=[C:8]([C:6]2[CH:7]=[C:2]([Cl:1])[CH:3]=[CH:4][C:5]=2[F:18])[N:13]=1.